This data is from Experimentally validated miRNA-target interactions with 360,000+ pairs, plus equal number of negative samples. The task is: Binary Classification. Given a miRNA mature sequence and a target amino acid sequence, predict their likelihood of interaction. (1) The protein sequence of the target gene is MQWTSLLLLAGLFSLSQAQYEDDPHWWFHYLRSQQSTYYDPYDPYPYETYEPYPYGVDEGPAYTYGSPSPPDPRDCPQECDCPPNFPTAMYCDNRNLKYLPFVPSRMKYVYFQNNQITSIQEGVFDNATGLLWIALHGNQITSDKVGRKVFSKLRHLERLYLDHNNLTRMPGPLPRSLRELHLDHNQISRVPNNALEGLENLTALYLQHNEIQEVGSSMRGLRSLILLDLSYNHLRKVPDGLPSALEQLYMEHNNVYTVPDSYFRGAPKLLYVRLSHNSLTNNGLASNTFNSSSLLELDL.... The miRNA is cel-miR-787-3p with sequence UAAGCUCGUUUUAGUAUCUUUCG. Result: 0 (no interaction). (2) The miRNA is rno-miR-132-5p with sequence ACCGUGGCUUUCGAUUGUUACU. The protein sequence of the target gene is MEEKPGQPQPQHHHSHHHPHHHPQQQQQQQSHHHHHYYFYNHSHNHHHHHHHQQPHQYLQHGAEGSPKAQPKPLKHEQKHTLQQHQETPKKKTGYGEINGNAGEREISLKSLSSDEATNPISRVLNGNQQVVETSLKQTVKTSTFGKAGIKTKNFIQKNSMDKKNGKSYENKSGETQAVDKTDTIAIPNGVITSSSGYITNGYMSKGADNDGSGSESGYTTPKKRKARRNSAKGCENLNLVQDKIMQETSVPALKQGLETLKPDYSEQKGMRVDGSKPIWKYETGPGGTSRGKPAMGDVL.... Result: 0 (no interaction). (3) The miRNA is mmu-miR-3067-5p with sequence AGUUCUCAGGCCCGCUGUGGUGU. The protein sequence of the target gene is MEEEGGGRSCGTTRELQKLKQQAMEYYRENDVPRRLEELLNSTFYLQPADVYGHLANCFSKLAKPPTICKIVGKDVLDGLGLPTLQVDIFCTIQNFPKNVCSVVISTHFEVHENALPELAKAEEAERASAVSTAVQWVNSTITHELQGMAPSDQAEVDHLLRIFFASKVQEDKGRKELEKSLEYSTVPTPLPPVPPPPPPPPPTKKKGQKPGRKDTITEKPIAPAEPVEPVLSGSMAIGAVSLAVAKACAMLLNKPLYLNIALLKHNQEQPTTLSMPLLMVSLVSCGKSSSGKLNLMKEV.... Result: 0 (no interaction). (4) The miRNA is hsa-miR-6795-5p with sequence UGGGGGGACAGGAUGAGAGGCUGU. The protein sequence of the target gene is MNDFDECGQSAASMYLPGCAYYVAPSDFASKPSFLSQPSSCQMTFPYSSNLAPHVQPVREVAFRDYGLERAKWPYRGGGGGGSAGGGSSGGGPGGGGGGAGGYAPYYAAAAAAAAAAAAAEEAAMQRELLPPAGRRPDVLFKAPEPVCAAPGPPHGPAGAASNFYSAVGRNGILPQGFDQFYEAAPGPPFAGPQPPPPPAPPQPEGAADKGDPRTGAGGGGGSPCTKATPGSEPKGAAEGSGGDGEGPPGEAGAEKSSSAVAPQRSRKKRCPYTKYQIRELEREFFFNVYINKEKRLQLS.... Result: 1 (interaction). (5) The miRNA is hsa-miR-29b-2-5p with sequence CUGGUUUCACAUGGUGGCUUAG. The protein sequence of the target gene is MTGSNEFKLNQPPEDGISSVKFSPNTSQFLLVSSWDTSVRLYDVPANSMRLKYQHTGAVLDCAFYDPTHAWSGGLDHQLKMHDLNTDQENLVGTHDAPIRCVEYCPEVNVMVTGSWDQTVKLWDPRTPCNAGTFSQPEKVYTLSVSGDRLIVGTAGRRVLVWDLRNMGYVQQRRESSLKYQTRCIRAFPNKQGYVLSSIEGRVAVEYLDPSPEVQKKKYAFKCHRLKENNIEQIYPVNAISFHNIHNTFATGGSDGFVNIWDPFNKKRLCQFHRYPTSIASLAFSNDGTTLAIASSYMYE.... Result: 1 (interaction).